From a dataset of Catalyst prediction with 721,799 reactions and 888 catalyst types from USPTO. Predict which catalyst facilitates the given reaction. Reactant: [F:1][C:2]1[CH:3]=[C:4]([CH2:9][C:10]([OH:12])=O)[CH:5]=[C:6]([F:8])[CH:7]=1.[NH2:13][C@H:14]([C:16]1[O:17][CH:18]([C:21]([O:23][CH2:24][CH3:25])=[O:22])[CH2:19][N:20]=1)[CH3:15]. Product: [F:8][C:6]1[CH:5]=[C:4]([CH2:9][C:10]([NH:13][C@H:14]([C:16]2[O:17][CH:18]([C:21]([O:23][CH2:24][CH3:25])=[O:22])[CH2:19][N:20]=2)[CH3:15])=[O:12])[CH:3]=[C:2]([F:1])[CH:7]=1. The catalyst class is: 254.